Dataset: Peptide-MHC class II binding affinity with 134,281 pairs from IEDB. Task: Regression. Given a peptide amino acid sequence and an MHC pseudo amino acid sequence, predict their binding affinity value. This is MHC class II binding data. (1) The peptide sequence is AHGIPKVPPGPNITA. The MHC is DRB1_0401 with pseudo-sequence DRB1_0401. The binding affinity (normalized) is 0. (2) The peptide sequence is KTLGVNMVRRGVRSL. The MHC is HLA-DQA10201-DQB10402 with pseudo-sequence HLA-DQA10201-DQB10402. The binding affinity (normalized) is 0.500. (3) The peptide sequence is ETVEKIVDQYREPVK. The MHC is DRB1_0701 with pseudo-sequence DRB1_0701. The binding affinity (normalized) is 0.172. (4) The peptide sequence is EKRYFAATQFEPLAA. The MHC is DRB1_1602 with pseudo-sequence DRB1_1602. The binding affinity (normalized) is 0.338. (5) The peptide sequence is LQVLKEVKAAASKVKANL. The MHC is DRB1_1101 with pseudo-sequence DRB1_1101. The binding affinity (normalized) is 0. (6) The binding affinity (normalized) is 0.363. The peptide sequence is SPEVIPMFSALSE. The MHC is HLA-DQA10301-DQB10302 with pseudo-sequence HLA-DQA10301-DQB10302. (7) The peptide sequence is QAVMEMTYKNKVVKV. The MHC is HLA-DQA10201-DQB10301 with pseudo-sequence HLA-DQA10201-DQB10301. The binding affinity (normalized) is 0.253. (8) The binding affinity (normalized) is 0.646. The peptide sequence is KMFTRLIEDYFEALS. The MHC is DRB1_0101 with pseudo-sequence DRB1_0101. (9) The peptide sequence is LLKLTVAVGLHFHEM. The MHC is DRB1_1101 with pseudo-sequence DRB1_1101. The binding affinity (normalized) is 0.373. (10) The peptide sequence is VSTFSSGLVWGQKYF. The MHC is DRB3_0101 with pseudo-sequence DRB3_0101. The binding affinity (normalized) is 0.194.